The task is: Predict the reaction yield, written as a fraction of the theoretical maximum amount of product (1.0 means a 100% yield; for example, 0.34 means a 34% yield).. This data is from Reaction yield outcomes from USPTO patents with 853,638 reactions. The reactants are [Br:1][C:2]1[CH:3]=[C:4]([NH:9][C:10](=[O:12])[CH3:11])[C:5]([CH3:8])=[N:6][CH:7]=1.[N:13](OCCC(C)C)=O.C([O-])(=O)C.[K+].C(OC(=O)C)(=O)C. The catalyst is C1(C)C=CC=CC=1. The product is [Br:1][C:2]1[CH:3]=[C:4]2[N:9]([C:10](=[O:12])[CH3:11])[N:13]=[CH:8][C:5]2=[N:6][CH:7]=1. The yield is 0.550.